This data is from Peptide-MHC class II binding affinity with 134,281 pairs from IEDB. The task is: Regression. Given a peptide amino acid sequence and an MHC pseudo amino acid sequence, predict their binding affinity value. This is MHC class II binding data. (1) The peptide sequence is GLKTRQEKWMTGRMG. The MHC is DRB4_0103 with pseudo-sequence DRB4_0103. The binding affinity (normalized) is 0.504. (2) The peptide sequence is INRQILDNAAKYVEH. The MHC is DRB5_0101 with pseudo-sequence DRB5_0101. The binding affinity (normalized) is 0.157. (3) The MHC is HLA-DPA10103-DPB10201 with pseudo-sequence HLA-DPA10103-DPB10201. The binding affinity (normalized) is 0.425. The peptide sequence is EVVNDVSTFSSGLVW. (4) The peptide sequence is EAMSQANSAILMQR. The MHC is HLA-DQA10501-DQB10301 with pseudo-sequence HLA-DQA10501-DQB10301. The binding affinity (normalized) is 0.530. (5) The peptide sequence is AARLFKAFILDGDKL. The binding affinity (normalized) is 0.130. The MHC is DRB1_1302 with pseudo-sequence DRB1_1302. (6) The peptide sequence is FETNVSHNVQGATVA. The MHC is DRB1_0701 with pseudo-sequence DRB1_0701. The binding affinity (normalized) is 0.458. (7) The peptide sequence is EEIITLNSYGSFQEF. The MHC is DRB1_0701 with pseudo-sequence DRB1_0701. The binding affinity (normalized) is 0.460. (8) The binding affinity (normalized) is 0.211. The MHC is HLA-DQA10501-DQB10201 with pseudo-sequence HLA-DQA10501-DQB10201. The peptide sequence is SKGDSARVTVKDVTF.